Task: Regression. Given two drug SMILES strings and cell line genomic features, predict the synergy score measuring deviation from expected non-interaction effect.. Dataset: NCI-60 drug combinations with 297,098 pairs across 59 cell lines (1) Drug 1: C1=NNC2=C1C(=O)NC=N2. Drug 2: CCC1(C2=C(COC1=O)C(=O)N3CC4=CC5=C(C=CC(=C5CN(C)C)O)N=C4C3=C2)O.Cl. Cell line: OVCAR-4. Synergy scores: CSS=5.91, Synergy_ZIP=-2.05, Synergy_Bliss=1.03, Synergy_Loewe=-7.38, Synergy_HSA=-1.08. (2) Drug 1: CC1CCC2CC(C(=CC=CC=CC(CC(C(=O)C(C(C(=CC(C(=O)CC(OC(=O)C3CCCCN3C(=O)C(=O)C1(O2)O)C(C)CC4CCC(C(C4)OC)O)C)C)O)OC)C)C)C)OC. Drug 2: CS(=O)(=O)OCCCCOS(=O)(=O)C. Cell line: TK-10. Synergy scores: CSS=10.6, Synergy_ZIP=-3.76, Synergy_Bliss=-1.09, Synergy_Loewe=-12.6, Synergy_HSA=-3.16.